From a dataset of Full USPTO retrosynthesis dataset with 1.9M reactions from patents (1976-2016). Predict the reactants needed to synthesize the given product. (1) Given the product [Br:1][C:2]1[C:7]([CH3:8])=[CH:6][C:5]([CH2:9][CH2:10][CH2:11][CH2:12][OH:13])=[CH:4][C:3]=1[CH3:16], predict the reactants needed to synthesize it. The reactants are: [Br:1][C:2]1[C:7]([CH3:8])=[CH:6][C:5]([CH2:9][CH2:10][CH2:11][C:12](OC)=[O:13])=[CH:4][C:3]=1[CH3:16].[BH4-].[Na+].O. (2) Given the product [Br:22][C:11]1[C:6]([NH:5][C:3](=[O:4])[C:2]([CH3:15])([CH3:14])[CH3:1])=[N:7][C:8]([O:12][CH3:13])=[CH:9][CH:10]=1, predict the reactants needed to synthesize it. The reactants are: [CH3:1][C:2]([CH3:15])([CH3:14])[C:3]([NH:5][C:6]1[CH:11]=[CH:10][CH:9]=[C:8]([O:12][CH3:13])[N:7]=1)=[O:4].O.C([Li])CCC.[Br:22]CCBr. (3) Given the product [Cl:1][CH2:2][C:3]1[N:23]([C:17]2[CH:22]=[CH:21][CH:20]=[CH:19][CH:18]=2)[N:24]=[C:6]([C:7]2[CH:12]=[CH:11][CH:10]=[C:9]([F:13])[CH:8]=2)[N:5]=1, predict the reactants needed to synthesize it. The reactants are: [Cl:1][CH2:2][C:3](/[N:5]=[C:6](\OCC)/[C:7]1[CH:12]=[CH:11][CH:10]=[C:9]([F:13])[CH:8]=1)=O.[C:17]1([NH:23][NH2:24])[CH:22]=[CH:21][CH:20]=[CH:19][CH:18]=1. (4) Given the product [OH:20][CH:5]([CH:4]=[CH2:3])[C:6]([O:7][CH2:2][CH3:1])=[O:8], predict the reactants needed to synthesize it. The reactants are: [CH2:1](O)[C@H:2]1[O:7][C@H:6]([O:8][C@]2(CO)O[C@H](CO)[C@@H](O)[C@@H]2O)[C@H:5]([OH:20])[C@@H:4](O)[C@@H:3]1O.C1C2C(=CC=CC=2)C=CC=1.C(OCC)(=O)C(C)O. (5) Given the product [Br:1][CH2:12][C:11]([C:5]1[CH:6]=[CH:7][C:8]([I:10])=[CH:9][C:4]=1[F:3])=[O:13], predict the reactants needed to synthesize it. The reactants are: [Br:1]Br.[F:3][C:4]1[CH:9]=[C:8]([I:10])[CH:7]=[CH:6][C:5]=1[C:11](=[O:13])[CH3:12]. (6) The reactants are: [CH:1]([C:4]1[C:5]2[CH:14]=[CH:13][CH:12]=[CH:11][C:6]=2[S:7][C:8]=1[CH:9]=[O:10])([CH3:3])[CH3:2].[Mn]([O-])(=O)(=O)=[O:16].[K+]. Given the product [CH:1]([C:4]1[C:5]2[CH:14]=[CH:13][CH:12]=[CH:11][C:6]=2[S:7][C:8]=1[C:9]([OH:16])=[O:10])([CH3:3])[CH3:2], predict the reactants needed to synthesize it. (7) Given the product [NH2:24][C@@H:25]1[CH2:30][CH2:29][CH2:28][N:27]([CH2:73][C:74]2[CH:79]=[CH:78][C:77]([C:80]([NH:81][CH2:82][C:83]3[CH:88]=[C:87]([Cl:89])[CH:86]=[CH:85][C:84]=3[S:90]([CH2:93][CH3:94])(=[O:92])=[O:91])=[O:95])=[CH:76][C:75]=2[C:96]([F:99])([F:98])[F:97])[CH2:26]1, predict the reactants needed to synthesize it. The reactants are: C(OC(=O)C1C=CC(CBr)=C(C(F)(F)F)C=1)C.C(OC(=O)[NH:24][C@@H:25]1[CH2:30][CH2:29][CH2:28][NH:27][CH2:26]1)(C)(C)C.C(OC(=O)C1C=CC(CN2CC[C@@H](NC(OC(C)(C)C)=O)C2)=C(C(F)(F)F)C=1)C.C(OC(=O)N[C@@H]1CCN([CH2:73][C:74]2[CH:79]=[CH:78][C:77]([C:80](=[O:95])[NH:81][CH2:82][C:83]3[CH:88]=[C:87]([Cl:89])[CH:86]=[CH:85][C:84]=3[S:90]([CH2:93][CH3:94])(=[O:92])=[O:91])=[CH:76][C:75]=2[C:96]([F:99])([F:98])[F:97])C1)(C)(C)C.[OH-].[K+].[OH-].[Na+]. (8) The reactants are: [Cl:1]N1C(=O)CCC1=O.[C:9]([C:11]1[CH:12]=[C:13]([C:17]2[CH:26]=[C:25]3[C:20]([CH:21]=[CH:22][NH:23][C:24]3=[O:27])=[CH:19][CH:18]=2)[CH:14]=[CH:15][CH:16]=1)#[N:10]. Given the product [Cl:1][C:21]1[C:20]2[C:25](=[CH:26][C:17]([C:13]3[CH:14]=[CH:15][CH:16]=[C:11]([C:9]#[N:10])[CH:12]=3)=[CH:18][CH:19]=2)[C:24](=[O:27])[NH:23][CH:22]=1, predict the reactants needed to synthesize it. (9) Given the product [N:60]([C@@H:32]([CH2:33][CH2:34][CH2:35][CH2:36][CH2:37][C:38]1([CH3:43])[O:39][CH2:40][CH2:41][O:42]1)[C:31]([N:26]1[C@@H:25]([CH2:18][C:19]2[CH:20]=[CH:21][CH:22]=[CH:23][CH:24]=2)[CH2:29][O:28][C:27]1=[O:30])=[O:44])=[N+:61]=[N-:62], predict the reactants needed to synthesize it. The reactants are: C[Si]([N-][Si](C)(C)C)(C)C.[K+].C1(C)C=CC=CC=1.[CH2:18]([C@H:25]1[CH2:29][O:28][C:27](=[O:30])[N:26]1[C:31](=[O:44])[CH2:32][CH2:33][CH2:34][CH2:35][CH2:36][CH2:37][C:38]1([CH3:43])[O:42][CH2:41][CH2:40][O:39]1)[C:19]1[CH:24]=[CH:23][CH:22]=[CH:21][CH:20]=1.CC(C1C=C(C(C)C)C(S([N:60]=[N+:61]=[N-:62])(=O)=O)=C(C(C)C)C=1)C.CC(O)=O.[NH4+].[Cl-]. (10) Given the product [Br:1][C:2]1[CH:7]=[CH:6][CH:5]=[CH:4][C:3]=1[CH:8]([CH:12]([C:19]1[CH:20]=[N:21][CH:22]=[CH:23][CH:24]=1)[C:13]1[CH:14]=[N:15][CH:16]=[CH:17][CH:18]=1)[C:9]#[N:10], predict the reactants needed to synthesize it. The reactants are: [Br:1][C:2]1[CH:7]=[CH:6][CH:5]=[CH:4][C:3]=1[CH2:8][C:9]#[N:10].Cl[CH:12]([C:19]1[CH:20]=[N:21][CH:22]=[CH:23][CH:24]=1)[C:13]1[CH:14]=[N:15][CH:16]=[CH:17][CH:18]=1.